From a dataset of Forward reaction prediction with 1.9M reactions from USPTO patents (1976-2016). Predict the product of the given reaction. (1) Given the reactants [CH2:1]([CH:3]1[C:16]2[C:11](=[CH:12][CH:13]=[CH:14][CH:15]=2)[C:10]2[CH:9]=[C:8]([C:17]3[CH:22]=[CH:21][CH:20]=[C:19]([O:23]C)[CH:18]=3)[CH:7]=[CH:6][C:5]=2[N:4]1[S:25]([C:28]1[CH:33]=[CH:32][C:31]([OH:34])=[CH:30][CH:29]=1)(=[O:27])=[O:26])[CH3:2].C1CCCCC=1.B(Br)(Br)Br, predict the reaction product. The product is: [CH2:1]([CH:3]1[C:16]2[C:11](=[CH:12][CH:13]=[CH:14][CH:15]=2)[C:10]2[CH:9]=[C:8]([C:17]3[CH:18]=[C:19]([OH:23])[CH:20]=[CH:21][CH:22]=3)[CH:7]=[CH:6][C:5]=2[N:4]1[S:25]([C:28]1[CH:29]=[CH:30][C:31]([OH:34])=[CH:32][CH:33]=1)(=[O:27])=[O:26])[CH3:2]. (2) Given the reactants [Cl-].[Cl-].[Cl-].[Al+3].[Br:5][C:6]1[CH:11]=[CH:10][CH:9]=[CH:8][CH:7]=1.[C:12]1(=[O:18])[O:17][C:15](=[O:16])[CH2:14][CH2:13]1.Cl, predict the reaction product. The product is: [Br:5][C:6]1[CH:11]=[CH:10][C:9]([C:12](=[O:18])[CH2:13][CH2:14][C:15]([OH:17])=[O:16])=[CH:8][CH:7]=1. (3) Given the reactants FC(F)(F)S(O[C:7]1[CH:12]=[CH:11][C:10]([CH:13]([NH:16][C:17]([N:19]2[CH2:24][C:23](=[O:25])[NH:22][C:21]3[CH:26]=[CH:27][CH:28]=[N:29][C:20]2=3)=[O:18])[CH2:14][CH3:15])=[CH:9][CH:8]=1)(=O)=O.[C:32]1(B(O)O)[CH:37]=[CH:36][CH:35]=[CH:34][CH:33]=1.C(=O)([O-])[O-].[K+].[K+], predict the reaction product. The product is: [C:7]1([C:32]2[CH:37]=[CH:36][CH:35]=[CH:34][CH:33]=2)[CH:12]=[CH:11][C:10]([CH:13]([NH:16][C:17]([N:19]2[CH2:24][C:23](=[O:25])[NH:22][C:21]3[CH:26]=[CH:27][CH:28]=[N:29][C:20]2=3)=[O:18])[CH2:14][CH3:15])=[CH:9][CH:8]=1.